This data is from Reaction yield outcomes from USPTO patents with 853,638 reactions. The task is: Predict the reaction yield, written as a fraction of the theoretical maximum amount of product (1.0 means a 100% yield; for example, 0.34 means a 34% yield). (1) The reactants are O=[C:2]1[CH2:7][CH2:6][N:5]([C:8]([O:10][C:11]([CH3:14])([CH3:13])[CH3:12])=[O:9])[CH2:4][CH2:3]1.[NH:15]1[CH2:20][CH2:19][O:18][CH2:17][CH2:16]1. The catalyst is C1(C)C=CC=CC=1. The product is [O:18]1[CH2:19][CH2:20][N:15]([C:2]2[CH2:7][CH2:6][N:5]([C:8]([O:10][C:11]([CH3:14])([CH3:13])[CH3:12])=[O:9])[CH2:4][CH:3]=2)[CH2:16][CH2:17]1. The yield is 0.990. (2) The reactants are [CH3:1][O:2][C:3]1[CH:11]=[C:10]2[C:6]([CH2:7][CH2:8][CH:9]2O)=[CH:5][CH:4]=1.C1(C)C=CC(S(O)(=O)=O)=CC=1. The catalyst is C1(C)C=CC=CC=1.C(Cl)Cl. The product is [CH3:1][O:2][C:3]1[CH:11]=[C:10]2[C:6](=[CH:5][CH:4]=1)[CH2:7][CH:8]=[CH:9]2. The yield is 0.750. (3) The catalyst is CN(C)C=O.C(OCC)(=O)C.CCOCC.CCCCCC. The product is [CH3:2][O:3][C:4]1[CH:5]=[C:6]2[C:11](=[C:12]([N:14]3[CH2:15][CH2:16][N:17]([CH3:20])[CH2:18][CH2:19]3)[CH:13]=1)[O:10][CH:9]([C:21]([NH:55][C:56]1[CH:57]=[CH:58][C:59]([N:62]3[CH2:67][CH2:66][CH2:65][N:64]([CH3:68])[C:63]3=[O:69])=[CH:60][CH:61]=1)=[O:22])[CH2:8][CH2:7]2. The yield is 0.470. The reactants are Cl.[CH3:2][O:3][C:4]1[CH:5]=[C:6]2[C:11](=[C:12]([N:14]3[CH2:19][CH2:18][N:17]([CH3:20])[CH2:16][CH2:15]3)[CH:13]=1)[O:10][CH:9]([C:21](O)=[O:22])[CH2:8][CH2:7]2.C(N(CC)C(C)C)(C)C.CN(C(ON1N=NC2C=CC=CC1=2)=[N+](C)C)C.[B-](F)(F)(F)F.[NH2:55][C:56]1[CH:61]=[CH:60][C:59]([N:62]2[CH2:67][CH2:66][CH2:65][N:64]([CH3:68])[C:63]2=[O:69])=[CH:58][CH:57]=1. (4) The reactants are C(Cl)(=O)C(Cl)=O.[Cl:7][C:8]1[CH:13]=[CH:12][CH:11]=[CH:10][C:9]=1[N:14]1[C:18]([C:19]2[N:20]=[C:21]3[C:27]4[CH:28]=[C:29]([C:32](O)=[O:33])[CH:30]=[CH:31][C:26]=4[O:25][CH2:24][CH2:23][N:22]3[CH:35]=2)=[N:17][CH:16]=[N:15]1.C[N:37](C)C=O.CN(C)C(=O)C. The catalyst is C(Cl)Cl.N. The product is [Cl:7][C:8]1[CH:13]=[CH:12][CH:11]=[CH:10][C:9]=1[N:14]1[C:18]([C:19]2[N:20]=[C:21]3[C:27]4[CH:28]=[C:29]([C:32]([NH2:37])=[O:33])[CH:30]=[CH:31][C:26]=4[O:25][CH2:24][CH2:23][N:22]3[CH:35]=2)=[N:17][CH:16]=[N:15]1. The yield is 0.260.